Task: Predict the reaction yield, written as a fraction of the theoretical maximum amount of product (1.0 means a 100% yield; for example, 0.34 means a 34% yield).. Dataset: Reaction yield outcomes from USPTO patents with 853,638 reactions The reactants are [NH2:1][C@H:2]([C:8]([OH:10])=[O:9])[CH2:3][CH2:4][C:5](=[O:7])[NH2:6].C(=O)(O)[O-].[Na+].C1(C)C=CC=CC=1.Cl[C:24]([O:26][CH2:27][C:28]1[CH:33]=[CH:32][CH:31]=[CH:30][CH:29]=1)=[O:25]. The catalyst is C(OCC)(=O)C. The product is [CH2:27]([O:26][C:24]([NH:1][CH:2]([CH2:3][CH2:4][C:5](=[O:7])[NH2:6])[C:8]([OH:10])=[O:9])=[O:25])[C:28]1[CH:33]=[CH:32][CH:31]=[CH:30][CH:29]=1. The yield is 0.914.